Dataset: Catalyst prediction with 721,799 reactions and 888 catalyst types from USPTO. Task: Predict which catalyst facilitates the given reaction. (1) Reactant: [C:1]1([NH:7][NH2:8])[CH:6]=[CH:5][CH:4]=[CH:3][CH:2]=1.C(O)(=O)C.[CH:13](=O)[C:14]([CH3:16])=[O:15]. Product: [C:1]1([NH:7][N:8]=[CH:13][C:14](=[O:15])[CH3:16])[CH:6]=[CH:5][CH:4]=[CH:3][CH:2]=1. The catalyst class is: 6. (2) Reactant: CN(C)/[CH:3]=[C:4]1\[CH2:5][CH2:6][CH:7]=[C:8]([O:11][CH2:12][CH3:13])[C:9]\1=O.[CH3:15][O:16][C:17]1[CH:25]=[CH:24][C:20]([C:21]([NH2:23])=[NH:22])=[CH:19][CH:18]=1. Product: [CH2:12]([O:11][C:8]1[C:9]2[N:23]=[C:21]([C:20]3[CH:24]=[CH:25][C:17]([O:16][CH3:15])=[CH:18][CH:19]=3)[N:22]=[CH:3][C:4]=2[CH2:5][CH2:6][CH:7]=1)[CH3:13]. The catalyst class is: 14.